This data is from Forward reaction prediction with 1.9M reactions from USPTO patents (1976-2016). The task is: Predict the product of the given reaction. Given the reactants [C:1]1([Si:7]([O:12][CH3:13])([O:10][CH3:11])[O:8][CH3:9])[CH:6]=[CH:5][CH:4]=[CH:3][CH:2]=1.[CH3:14][C:15]([CH3:19])=[CH:16]CO, predict the reaction product. The product is: [C:1]1([Si:7]([O:12][CH3:13])([O:8][CH3:9])[O:10][CH2:11][CH:14]=[C:15]([CH3:19])[CH3:16])[CH:2]=[CH:3][CH:4]=[CH:5][CH:6]=1.